Dataset: Forward reaction prediction with 1.9M reactions from USPTO patents (1976-2016). Task: Predict the product of the given reaction. (1) Given the reactants [CH:1]1([CH:7]([C:9]2[C:10]([CH2:24][O:25][CH3:26])=[N:11][N:12]([C:14]3[CH:19]=[CH:18][C:17]([C:20]([F:23])([F:22])[F:21])=[CH:16][N:15]=3)[CH:13]=2)O)[CH2:6][CH2:5][CH2:4][CH2:3][CH2:2]1.[NH2:27][C:28]1[CH:33]=[CH:32][C:31]([C:34]([N:36]([CH3:44])[CH2:37][CH2:38][C:39]([O:41]CC)=[O:40])=[O:35])=[CH:30][CH:29]=1, predict the reaction product. The product is: [CH:1]1([CH:7]([NH:27][C:28]2[CH:29]=[CH:30][C:31]([C:34]([N:36]([CH3:44])[CH2:37][CH2:38][C:39]([OH:41])=[O:40])=[O:35])=[CH:32][CH:33]=2)[C:9]2[C:10]([CH2:24][O:25][CH3:26])=[N:11][N:12]([C:14]3[CH:19]=[CH:18][C:17]([C:20]([F:23])([F:22])[F:21])=[CH:16][N:15]=3)[CH:13]=2)[CH2:6][CH2:5][CH2:4][CH2:3][CH2:2]1. (2) Given the reactants [C:1]([C:5]1[CH:10]=[CH:9][C:8]([C:11]2[C:19]3[C:14](=[CH:15][CH:16]=[CH:17][CH:18]=3)[N:13]([CH2:20][C:21]3[CH:26]=[CH:25][CH:24]=[C:23]([N:27]4[CH2:32][CH2:31][S:30][CH2:29][CH2:28]4)[CH:22]=3)[C:12]=2[C:33]([O:35]CC)=[O:34])=[CH:7][CH:6]=1)([CH3:4])([CH3:3])[CH3:2].CC[O:40]C(C)=O.[OH-:44].[Na+], predict the reaction product. The product is: [CH3:2][C:1]([C:5]1[CH:10]=[CH:9][C:8]([C:11]2[C:19]3[C:14](=[CH:15][CH:16]=[CH:17][CH:18]=3)[N:13]([CH2:20][C:21]3[CH:26]=[CH:25][CH:24]=[C:23]([N:27]4[CH2:32][CH2:31][S:30](=[O:40])(=[O:44])[CH2:29][CH2:28]4)[CH:22]=3)[C:12]=2[C:33]([OH:35])=[O:34])=[CH:7][CH:6]=1)([CH3:4])[CH3:3]. (3) Given the reactants C1N=CN(C(N2C=[N:11][CH:10]=[CH:9]2)=O)C=1.[S:13]1[CH2:19][C:17](=[O:18])[N:16]([CH2:20][C:21]([OH:23])=O)[C:14]1=[S:15].[C:24]1(NCC)[CH:29]=[CH:28][CH:27]=[CH:26][CH:25]=1, predict the reaction product. The product is: [O:18]=[C:17]1[CH2:19][S:13][C:14](=[S:15])[N:16]1[CH2:20][C:21]([NH:11][CH2:10][CH2:9][C:24]1[CH:29]=[CH:28][CH:27]=[CH:26][CH:25]=1)=[O:23]. (4) The product is: [CH:1]1([CH2:4][C:5]2([C:22]#[N:23])[CH2:10][CH2:9][C:8]([S:11][CH2:25][CH:26]3[CH2:28][CH2:27]3)=[CH:7][CH2:6]2)[CH2:2][CH2:3]1. Given the reactants [CH:1]1([CH2:4][C:5]2([C:22]#[N:23])[CH2:10][CH2:9][C:8]([S:11][Si](C(C)C)(C(C)C)C(C)C)=[CH:7][CH2:6]2)[CH2:3][CH2:2]1.Br[CH2:25][CH:26]1[CH2:28][CH2:27]1.[F-].[Cs+], predict the reaction product. (5) Given the reactants [CH2:1]([N:5]([C:8]1[C:13]([CH3:14])=[C:12](Cl)[N:11]=[C:10]([CH3:16])[N:9]=1)[CH2:6][CH3:7])[CH2:2][CH2:3][CH3:4].[CH3:17][C:18]1[CH:24]=[C:23]([CH3:25])[CH:22]=[C:21]([CH3:26])[C:19]=1[NH2:20].C(N(C(C)C)CC)(C)C, predict the reaction product. The product is: [CH2:1]([N:5]([CH2:6][CH3:7])[C:8]1[C:13]([CH3:14])=[C:12]([NH:20][C:19]2[C:21]([CH3:26])=[CH:22][C:23]([CH3:25])=[CH:24][C:18]=2[CH3:17])[N:11]=[C:10]([CH3:16])[N:9]=1)[CH2:2][CH2:3][CH3:4]. (6) The product is: [CH3:34][N:33]1[C:29]2[CH:28]=[CH:27][N:26]=[C:25]([NH:2][C:3]3[CH:4]=[C:5]([CH:21]=[CH:22][CH:23]=3)[CH2:6][NH:7][C:8]3[C:17]4[C:12](=[C:13]([C:18]([NH2:20])=[O:19])[CH:14]=[CH:15][CH:16]=4)[N:11]=[CH:10][N:9]=3)[C:30]=2[N:31]=[CH:32]1. Given the reactants Cl.[NH2:2][C:3]1[CH:4]=[C:5]([CH:21]=[CH:22][CH:23]=1)[CH2:6][NH:7][C:8]1[C:17]2[C:12](=[C:13]([C:18]([NH2:20])=[O:19])[CH:14]=[CH:15][CH:16]=2)[N:11]=[CH:10][N:9]=1.Cl[C:25]1[C:30]2[N:31]=[CH:32][N:33]([CH3:34])[C:29]=2[CH:28]=[CH:27][N:26]=1, predict the reaction product. (7) Given the reactants [CH2:1]([N:4]([CH2:19][C:20](OCC)=[O:21])[S:5]([N:8]([CH2:16][CH:17]=[CH2:18])[C:9]([O:11][C:12]([CH3:15])([CH3:14])[CH3:13])=[O:10])(=[O:7])=[O:6])[CH:2]=[CH2:3].[H-], predict the reaction product. The product is: [CH2:16]([N:8]([S:5]([N:4]([CH2:1][CH:2]=[CH2:3])[CH2:19][CH:20]=[O:21])(=[O:6])=[O:7])[C:9](=[O:10])[O:11][C:12]([CH3:15])([CH3:14])[CH3:13])[CH:17]=[CH2:18]. (8) Given the reactants OC(C(F)(F)F)=O.[CH3:8][C:9]1[C:14]([N:15]2[CH2:19][CH:18]([C:20]([OH:22])=O)[N:17]([CH3:23])[C:16]2=[O:24])=[CH:13][CH:12]=[C:11]([CH3:25])[N:10]=1.C(N1CCOCC1)C.O.ON1C2C=CC=CC=2N=N1.Cl.C(N=C=NCCCN(C)C)C.[Cl:57][C:58]1[C:63]([C:64]([F:67])([F:66])[F:65])=[CH:62][CH:61]=[CH:60][C:59]=1[CH2:68][NH2:69], predict the reaction product. The product is: [Cl:57][C:58]1[C:63]([C:64]([F:66])([F:67])[F:65])=[CH:62][CH:61]=[CH:60][C:59]=1[CH2:68][NH:69][C:20]([CH:18]1[CH2:19][N:15]([C:14]2[C:9]([CH3:8])=[N:10][C:11]([CH3:25])=[CH:12][CH:13]=2)[C:16](=[O:24])[N:17]1[CH3:23])=[O:22]. (9) The product is: [C:15]([NH:19][C:10](=[O:12])[C:9]1[CH:13]=[CH:14][C:6]([Cl:5])=[N:7][CH:8]=1)([CH3:18])([CH3:17])[CH3:16]. Given the reactants S(Cl)(Cl)=O.[Cl:5][C:6]1[CH:14]=[CH:13][C:9]([C:10]([OH:12])=O)=[CH:8][N:7]=1.[C:15]([NH2:19])([CH3:18])([CH3:17])[CH3:16].[OH-].[Na+], predict the reaction product. (10) Given the reactants [N:1]1([S:7]([O:10][C:11]2[CH:16]=[CH:15][CH:14]=[C:13]([C:17]3([C:25]4[CH:30]=[CH:29][CH:28]=[C:27]([Br:31])[CH:26]=4)[C:21](=[O:22])[N:20]([CH3:23])[C:19](=S)[NH:18]3)[CH:12]=2)(=[O:9])=[O:8])[CH2:6][CH2:5][O:4][CH2:3][CH2:2]1.[NH3:32].C(OO)(C)(C)C, predict the reaction product. The product is: [N:1]1([S:7]([O:10][C:11]2[CH:16]=[CH:15][CH:14]=[C:13]([C:17]3([C:25]4[CH:30]=[CH:29][CH:28]=[C:27]([Br:31])[CH:26]=4)[C:21](=[O:22])[N:20]([CH3:23])[C:19]([NH2:32])=[N:18]3)[CH:12]=2)(=[O:9])=[O:8])[CH2:6][CH2:5][O:4][CH2:3][CH2:2]1.